Dataset: Catalyst prediction with 721,799 reactions and 888 catalyst types from USPTO. Task: Predict which catalyst facilitates the given reaction. (1) Reactant: Cl.Cl.[CH3:3][C:4]1[N:8]([CH:9]2[CH2:15][CH:14]3[N:16]([CH2:17][CH2:18][C:19]4([C:25]5[CH:30]=[CH:29][CH:28]=[CH:27][CH:26]=5)[CH2:24][CH2:23][NH:22][CH2:21][CH2:20]4)[CH:11]([CH2:12][CH2:13]3)[CH2:10]2)[C:7]2[CH:31]=[CH:32][CH:33]=[CH:34][C:6]=2[N:5]=1.C(N(CC)CC)C.O.[C:43]([OH:47])(=[O:46])[CH:44]=O.[C:48]1(B(O)O)[CH:53]=[CH:52][CH:51]=[CH:50][CH:49]=1. Product: [CH3:3][C:4]1[N:8]([CH:9]2[CH2:15][CH:14]3[N:16]([CH2:17][CH2:18][C:19]4([C:25]5[CH:30]=[CH:29][CH:28]=[CH:27][CH:26]=5)[CH2:20][CH2:21][N:22]([CH:44]([C:48]5[CH:53]=[CH:52][CH:51]=[CH:50][CH:49]=5)[C:43]([OH:47])=[O:46])[CH2:23][CH2:24]4)[CH:11]([CH2:12][CH2:13]3)[CH2:10]2)[C:7]2[CH:31]=[CH:32][CH:33]=[CH:34][C:6]=2[N:5]=1. The catalyst class is: 1. (2) Reactant: [Br:1][C:2]1[CH:23]=[CH:22][C:5]([CH2:6][CH:7]([CH2:14][C:15]2[CH:20]=[CH:19][C:18]([Br:21])=[CH:17][CH:16]=2)[C:8]([CH3:13])([CH3:12])[CH2:9][CH2:10][OH:11])=[CH:4][CH:3]=1.N1C=CN=C1.CN(C)C=O.[CH:34]([Si:37](Cl)([CH:41]([CH3:43])[CH3:42])[CH:38]([CH3:40])[CH3:39])([CH3:36])[CH3:35]. Product: [Br:1][C:2]1[CH:3]=[CH:4][C:5]([CH2:6][CH:7]([CH2:14][C:15]2[CH:16]=[CH:17][C:18]([Br:21])=[CH:19][CH:20]=2)[C:8]([CH3:13])([CH3:12])[CH2:9][CH2:10][O:11][Si:37]([CH:41]([CH3:43])[CH3:42])([CH:38]([CH3:40])[CH3:39])[CH:34]([CH3:36])[CH3:35])=[CH:22][CH:23]=1. The catalyst class is: 6. (3) Reactant: [CH3:1][N:2]1[C:10]([CH2:11][CH2:12][CH2:13][C:14]([OH:16])=[O:15])=[N:9][C:8]2[CH:7]=[C:6]([N:17]([CH2:21][CH2:22][Cl:23])[CH2:18][CH2:19][Cl:20])[CH:5]=[CH:4][C:3]1=2.Cl.[CH2:25](O)[CH2:26][CH2:27][CH3:28].C1(N=C=NC2CCCCC2)CCCCC1. Product: [CH2:25]([O:15][C:14](=[O:16])[CH2:13][CH2:12][CH2:11][C:10]1[N:2]([CH3:1])[C:3]2[CH:4]=[CH:5][C:6]([N:17]([CH2:18][CH2:19][Cl:20])[CH2:21][CH2:22][Cl:23])=[CH:7][C:8]=2[N:9]=1)[CH2:26][CH2:27][CH3:28]. The catalyst class is: 142. (4) Reactant: C(OC(=O)[NH:7][CH2:8][CH2:9][CH2:10][CH2:11][C:12](=O)[N:13]([C:17]1[CH:22]=[C:21]([C:23]#[N:24])[CH:20]=[CH:19][C:18]=1[NH2:25])[CH:14]([CH3:16])[CH3:15])(C)(C)C.Cl.O1CCOCC1. Product: [NH2:7][CH2:8][CH2:9][CH2:10][CH2:11][C:12]1[N:13]([CH:14]([CH3:16])[CH3:15])[C:17]2[CH:22]=[C:21]([C:23]#[N:24])[CH:20]=[CH:19][C:18]=2[N:25]=1. The catalyst class is: 5. (5) Reactant: [NH2:1][C@H:2]([CH2:8][C:9]1[CH:14]=[CH:13][CH:12]=[CH:11][CH:10]=1)[C@@H:3]([OH:7])[C:4]([OH:6])=[O:5].[Cl:15][Si](C)(C)[CH3:17]. The catalyst class is: 5. Product: [ClH:15].[CH3:17][O:5][C:4](=[O:6])[C@H:3]([OH:7])[C@H:2]([NH2:1])[CH2:8][C:9]1[CH:14]=[CH:13][CH:12]=[CH:11][CH:10]=1. (6) Reactant: [F:1][CH2:2][C:3]([C:7]1[O:11][N:10]=[C:9]([NH:12][C:13](=[O:21])OC2C=CC=CC=2)[CH:8]=1)([CH3:6])[CH2:4][F:5].[CH3:22][O:23][C:24]1[CH:25]=[C:26]2[C:31](=[CH:32][C:33]=1[O:34][CH2:35][CH2:36][O:37][CH3:38])[N:30]=[CH:29][N:28]=[C:27]2[S:39][C:40]1[CH:41]=[C:42]([CH:44]=[CH:45][CH:46]=1)[NH2:43]. Product: [F:5][CH2:4][C:3]([C:7]1[O:11][N:10]=[C:9]([NH:12][C:13]([NH:43][C:42]2[CH:44]=[CH:45][CH:46]=[C:40]([S:39][C:27]3[C:26]4[C:31](=[CH:32][C:33]([O:34][CH2:35][CH2:36][O:37][CH3:38])=[C:24]([O:23][CH3:22])[CH:25]=4)[N:30]=[CH:29][N:28]=3)[CH:41]=2)=[O:21])[CH:8]=1)([CH3:6])[CH2:2][F:1]. The catalyst class is: 630. (7) Reactant: Cl[C:2]1[N:7]=[C:6]([C:8]2[N:12]3[CH:13]=[CH:14][CH:15]=[CH:16][C:11]3=[N:10][C:9]=2[C:17]2[CH:18]=[CH:19][C:20]([O:34][CH2:35][CH3:36])=[C:21]([CH:33]=2)[C:22]([NH:24][C:25]2[C:30]([F:31])=[CH:29][CH:28]=[CH:27][C:26]=2[F:32])=[O:23])[CH:5]=[CH:4][N:3]=1.[CH3:37][C:38]1[C:39]([N:47]2[CH2:52][CH2:51][N:50]([CH2:53][CH2:54][S:55]([CH3:58])(=[O:57])=[O:56])[CH2:49][CH2:48]2)=[CH:40][C:41]([O:45][CH3:46])=[C:42]([CH:44]=1)[NH2:43].C1(C)C=CC(S(O)(=O)=O)=CC=1.C[O-].[Na+]. Product: [F:32][C:26]1[CH:27]=[CH:28][CH:29]=[C:30]([F:31])[C:25]=1[NH:24][C:22](=[O:23])[C:21]1[CH:33]=[C:17]([C:9]2[N:10]=[C:11]3[CH:16]=[CH:15][CH:14]=[CH:13][N:12]3[C:8]=2[C:6]2[CH:5]=[CH:4][N:3]=[C:2]([NH:43][C:42]3[CH:44]=[C:38]([CH3:37])[C:39]([N:47]4[CH2:52][CH2:51][N:50]([CH2:53][CH2:54][S:55]([CH3:58])(=[O:57])=[O:56])[CH2:49][CH2:48]4)=[CH:40][C:41]=3[O:45][CH3:46])[N:7]=2)[CH:18]=[CH:19][C:20]=1[O:34][CH2:35][CH3:36]. The catalyst class is: 812. (8) Reactant: [N+:1]([C:4]1[CH:9]=[CH:8][C:7]([S:10](Cl)(=[O:12])=[O:11])=[CH:6][CH:5]=1)([O-:3])=[O:2].N1C=CC=CC=1.C1COCC1.Cl.[F:26][CH:27]1[CH2:32][CH2:31][NH:30][CH2:29][CH2:28]1. Product: [F:26][CH:27]1[CH2:32][CH2:31][N:30]([S:10]([C:7]2[CH:8]=[CH:9][C:4]([N+:1]([O-:3])=[O:2])=[CH:5][CH:6]=2)(=[O:12])=[O:11])[CH2:29][CH2:28]1. The catalyst class is: 25.